Dataset: Forward reaction prediction with 1.9M reactions from USPTO patents (1976-2016). Task: Predict the product of the given reaction. (1) Given the reactants [H-].[H-].[H-].[H-].[Li+].[Al+3].[CH3:7][C:8]1[CH:9]=[C:10]([CH:14]=[CH:15][C:16]=1[C:17]1[CH:22]=[CH:21][CH:20]=[CH:19][CH:18]=1)[C:11](O)=[O:12].O.[OH-].[K+], predict the reaction product. The product is: [CH3:7][C:8]1[CH:9]=[C:10]([CH2:11][OH:12])[CH:14]=[CH:15][C:16]=1[C:17]1[CH:22]=[CH:21][CH:20]=[CH:19][CH:18]=1. (2) Given the reactants Br[C:2]1[N:6]([CH3:7])[CH:5]=[N:4][C:3]=1[C:8]1[CH:13]=[C:12]([C:14]#[N:15])[CH:11]=[CH:10][N:9]=1.[Cl:16][C:17]1[CH:18]=[C:19](B(O)O)[CH:20]=[CH:21][CH:22]=1, predict the reaction product. The product is: [Cl:16][C:17]1[CH:22]=[C:21]([C:2]2[N:6]([CH3:7])[CH:5]=[N:4][C:3]=2[C:8]2[CH:13]=[C:12]([C:14]#[N:15])[CH:11]=[CH:10][N:9]=2)[CH:20]=[CH:19][CH:18]=1. (3) The product is: [F:22][C:23]1[CH:30]=[CH:29][CH:28]=[C:27]([F:31])[C:24]=1[CH2:25][N:13]1[C:12]2[CH:14]=[CH:15][CH:16]=[C:17]([C:18]([O:20][CH3:21])=[O:19])[C:11]=2[N:10]=[C:9]1[C:3]1[C:4]([F:8])=[CH:5][CH:6]=[CH:7][C:2]=1[F:1]. Given the reactants [F:1][C:2]1[CH:7]=[CH:6][CH:5]=[C:4]([F:8])[C:3]=1[C:9]1[NH:10][C:11]2[C:17]([C:18]([O:20][CH3:21])=[O:19])=[CH:16][CH:15]=[CH:14][C:12]=2[N:13]=1.[F:22][C:23]1[CH:30]=[CH:29][CH:28]=[C:27]([F:31])[C:24]=1[CH2:25]Br, predict the reaction product. (4) Given the reactants [Na:1].C1OC1.[C:5]([OH:10])(=[O:9])[C:6]([CH3:8])=[CH2:7].[CH2:11]=[CH:12][C:13]1[CH:18]=[CH:17][CH:16]=[CH:15][CH:14]=1.[C:19]([O:24][CH3:25])(=[O:23])[C:20]([CH3:22])=[CH2:21].[C:26]([O:30][CH2:31][CH2:32][CH2:33][CH3:34])(=[O:29])[CH:27]=[CH2:28].[S:35]([O:39][O:38][S:35]([O-:39])(=[O:37])=[O:36])([O-:38])(=[O:37])=[O:36].[NH4+].[NH4+], predict the reaction product. The product is: [CH2:11]=[CH:12][C:13]1[CH:18]=[CH:17][CH:16]=[CH:15][CH:14]=1.[C:26]([O:30][CH2:31][CH2:32][CH2:33][CH3:34])(=[O:29])[CH:27]=[CH2:28].[C:19]([O:24][CH3:25])(=[O:23])[C:20]([CH3:22])=[CH2:21].[Na:1].[C:5]([OH:10])(=[O:9])[C:6]([CH3:8])=[CH2:7].[S:35]([O-:39])([O-:38])(=[O:37])=[O:36]. (5) The product is: [Cl:19][C:5]1[C:4]2[C:9](=[CH:10][CH:11]=[C:2]([Cl:1])[CH:3]=2)[N:8]=[C:7]([C:12]([F:15])([F:14])[F:13])[N:6]=1. Given the reactants [Cl:1][C:2]1[CH:3]=[C:4]2[C:9](=[CH:10][CH:11]=1)[N:8]=[C:7]([C:12]([F:15])([F:14])[F:13])[N:6]=[C:5]2O.P(Cl)(Cl)([Cl:19])=O.C(N(CC)CC)C, predict the reaction product. (6) Given the reactants [CH2:1]([N:3]([CH2:8][CH3:9])[CH2:4][CH2:5][CH2:6][OH:7])[CH3:2].CC(C)([O-])C.[K+].F[C:17]1[CH:22]=[CH:21][C:20]([N+:23]([O-:25])=[O:24])=[CH:19][CH:18]=1, predict the reaction product. The product is: [CH2:1]([N:3]([CH2:8][CH3:9])[CH2:4][CH2:5][CH2:6][O:7][C:17]1[CH:22]=[CH:21][C:20]([N+:23]([O-:25])=[O:24])=[CH:19][CH:18]=1)[CH3:2].